Dataset: Reaction yield outcomes from USPTO patents with 853,638 reactions. Task: Predict the reaction yield, written as a fraction of the theoretical maximum amount of product (1.0 means a 100% yield; for example, 0.34 means a 34% yield). (1) The product is [C:1]([O:5][C:6]([N:8]1[CH2:13][CH2:12][N:11]([C:14]2[CH:15]=[C:16]([N:20]3[CH2:29][C@H:28]4[N:24]([CH2:25][CH2:26][CH2:27]4)[C:23]4[N:30]=[C:31]([NH:34][CH2:35][CH3:36])[N:32]=[CH:33][C:22]=4[C:21]3=[O:37])[CH:17]=[CH:18][CH:19]=2)[CH2:10][CH2:9]1)=[O:7])([CH3:4])([CH3:3])[CH3:2]. The yield is 0.720. The catalyst is C(O)C.[Pd]. The reactants are [C:1]([O:5][C:6]([N:8]1[CH2:13][CH2:12][N+:11]([O-])([C:14]2[CH:19]=[CH:18][CH:17]=[C:16]([N:20]3[CH2:29][C@H:28]4[N:24]([CH2:25][CH2:26][CH2:27]4)[C:23]4[N:30]=[C:31]([NH:34][CH2:35][CH3:36])[N:32]=[CH:33][C:22]=4[C:21]3=[O:37])[CH:15]=2)[CH2:10][CH2:9]1)=[O:7])([CH3:4])([CH3:3])[CH3:2].[H][H]. (2) The reactants are [CH:1]([C:3]1[NH:7][C:6]([C:8]([OH:10])=O)=[C:5]([CH3:11])[CH:4]=1)=[O:2].C1C=CC2N(O)N=NC=2C=1.C(Cl)CCl.[CH3:26][N:27]1[CH2:32][CH2:31][NH:30][CH2:29][CH2:28]1. The catalyst is CN(C=O)C.C(OCC)(=O)C. The product is [CH3:11][C:5]1[CH:4]=[C:3]([CH:1]=[O:2])[NH:7][C:6]=1[C:8]([N:30]1[CH2:31][CH2:32][N:27]([CH3:26])[CH2:28][CH2:29]1)=[O:10]. The yield is 0.660. (3) The reactants are [Cl:1][C:2]1[CH:7]=[CH:6][C:5](Br)=[CH:4][CH:3]=1.[Li]CCCC.[Cl:14][C:15]1[CH:26]=[CH:25][C:18]([C:19](N(OC)C)=[O:20])=[CH:17][N:16]=1. The catalyst is C1COCC1. The product is [Cl:1][C:2]1[CH:7]=[CH:6][C:5]([C:19]([C:18]2[CH:17]=[N:16][C:15]([Cl:14])=[CH:26][CH:25]=2)=[O:20])=[CH:4][CH:3]=1. The yield is 0.790.